From a dataset of Full USPTO retrosynthesis dataset with 1.9M reactions from patents (1976-2016). Predict the reactants needed to synthesize the given product. (1) Given the product [CH3:1][O:2][C:3](=[O:53])[C@@H:4]([NH:20][C:21]([CH:23]1[CH2:32][C:31]2[CH:30]=[C:29]3[O:33][CH2:34][C@H:35]([C:37]4[CH:42]=[CH:41][C:40]([O:43][CH2:44][C:45]5[CH:50]=[CH:49][C:48]([Cl:51])=[C:47]([Cl:52])[CH:46]=5)=[CH:39][CH:38]=4)[O:36][C:28]3=[CH:27][C:26]=2[CH2:25][N:24]1[S:64]([C:61]1[CH:62]=[CH:63][C:58]([NH:57][C:54](=[O:56])[CH3:55])=[CH:59][C:60]=1[CH3:68])(=[O:66])=[O:65])=[O:22])[CH2:5][C:6]1[CH:11]=[CH:10][C:9]([C:12]2[CH:13]=[CH:14][C:15]([C:18]#[N:19])=[CH:16][CH:17]=2)=[CH:8][CH:7]=1, predict the reactants needed to synthesize it. The reactants are: [CH3:1][O:2][C:3](=[O:53])[C@@H:4]([NH:20][C:21]([CH:23]1[CH2:32][C:31]2[CH:30]=[C:29]3[O:33][CH2:34][C@H:35]([C:37]4[CH:42]=[CH:41][C:40]([O:43][CH2:44][C:45]5[CH:50]=[CH:49][C:48]([Cl:51])=[C:47]([Cl:52])[CH:46]=5)=[CH:39][CH:38]=4)[O:36][C:28]3=[CH:27][C:26]=2[CH2:25][NH:24]1)=[O:22])[CH2:5][C:6]1[CH:11]=[CH:10][C:9]([C:12]2[CH:17]=[CH:16][C:15]([C:18]#[N:19])=[CH:14][CH:13]=2)=[CH:8][CH:7]=1.[C:54]([NH:57][C:58]1[CH:63]=[CH:62][C:61]([S:64](Cl)(=[O:66])=[O:65])=[C:60]([CH3:68])[CH:59]=1)(=[O:56])[CH3:55]. (2) Given the product [F:5][C:4]([F:7])([F:6])[S:1]([O:8][C:17]1[CH:18]=[C:19]2[C:22](=[CH:23][CH:24]=1)[CH:21]([C:25]#[N:26])[CH2:20]2)(=[O:3])=[O:2], predict the reactants needed to synthesize it. The reactants are: [S:1]([O:8]S(C(F)(F)F)(=O)=O)([C:4]([F:7])([F:6])[F:5])(=[O:3])=[O:2].O[C:17]1[CH:18]=[C:19]2[C:22](=[CH:23][CH:24]=1)[CH:21]([C:25]#[N:26])[CH2:20]2.C(N(CC)CC)C.O. (3) Given the product [CH3:1][O:2][C:3]1[CH:10]=[CH:9][C:6](/[CH:7]=[CH:17]/[S:18]([CH2:21][S:22](/[CH:25]=[CH:26]/[C:6]2[CH:9]=[CH:10][C:3]([O:2][CH3:1])=[C:4]([N+:11]([O-:13])=[O:12])[CH:5]=2)(=[O:23])=[O:24])(=[O:19])=[O:20])=[CH:5][C:4]=1[N+:11]([O-:13])=[O:12], predict the reactants needed to synthesize it. The reactants are: [CH3:1][O:2][C:3]1[CH:10]=[CH:9][C:6]([CH:7]=O)=[CH:5][C:4]=1[N+:11]([O-:13])=[O:12].C([CH2:17][S:18]([CH2:21][S:22]([CH2:25][C:26](O)=O)(=[O:24])=[O:23])(=[O:20])=[O:19])(O)=O. (4) Given the product [Cl:1][C:2]1[CH:3]=[C:4]([CH:8]=[CH:9][C:10]=1[O:11][C:12]1[CH:17]=[C:16]([C:18]([NH:20][C:21]2[S:22][CH:23]=[CH:24][N:25]=2)=[O:19])[CH:15]=[C:14]([O:26][CH:27]([CH3:28])[CH3:29])[CH:13]=1)[C:5]([NH:58][CH2:57][CH2:56][O:55][CH3:54])=[O:6], predict the reactants needed to synthesize it. The reactants are: [Cl:1][C:2]1[CH:3]=[C:4]([CH:8]=[CH:9][C:10]=1[O:11][C:12]1[CH:17]=[C:16]([C:18]([NH:20][C:21]2[S:22][CH:23]=[CH:24][N:25]=2)=[O:19])[CH:15]=[C:14]([O:26][CH:27]([CH3:29])[CH3:28])[CH:13]=1)[C:5](O)=[O:6].CN(C(ON1N=NC2C=CC=NC1=2)=[N+](C)C)C.F[P-](F)(F)(F)(F)F.[CH3:54][O:55][CH2:56][CH2:57][NH2:58].C(N(C(C)C)CC)(C)C. (5) Given the product [CH2:14]1[O:13][C:10]2[CH:11]=[CH:12][C:7]([CH2:6][C:5]3[S:1][C:2]4[CH:20]=[CH:19][CH:18]=[CH:17][C:3]=4[CH:4]=3)=[CH:8][C:9]=2[O:15]1, predict the reactants needed to synthesize it. The reactants are: [S:1]1[C:5]([CH:6](O)[C:7]2[CH:12]=[CH:11][C:10]3[O:13][CH2:14][O:15][C:9]=3[CH:8]=2)=[CH:4][C:3]2[CH:17]=[CH:18][CH:19]=[CH:20][C:2]1=2.C([SiH](CC)CC)C.C(O)(C(F)(F)F)=O. (6) Given the product [Br:1][C:2]1[CH:10]=[C:9]2[C:5]([CH2:6][CH2:7][CH:8]2[OH:11])=[C:4]([F:12])[CH:3]=1, predict the reactants needed to synthesize it. The reactants are: [Br:1][C:2]1[CH:10]=[C:9]2[C:5]([CH2:6][CH2:7][C:8]2=[O:11])=[C:4]([F:12])[CH:3]=1.[BH4-].[Na+]. (7) The reactants are: [CH2:1]([O:3][C:4]([C:6]1([N:9]([CH:52]([CH3:54])[CH3:53])[S:10]([C:13]2[CH:14]=[C:15]([CH:49]=[CH:50][CH:51]=2)[C:16]([NH:18][C:19]2[S:20][C:21]3[CH2:48][CH2:47][CH2:46][CH2:45][C:22]=3[C:23]=2[C:24]([NH:26][C:27]2[CH:32]=[CH:31][C:30]([CH2:33][CH2:34][C:35]3[CH:44]=[CH:43][C:38]([C:39]([O:41]C)=[O:40])=[CH:37][CH:36]=3)=[CH:29][CH:28]=2)=[O:25])=[O:17])(=[O:12])=[O:11])[CH2:8][CH2:7]1)=[O:5])[CH3:2].[OH-].[Na+]. Given the product [CH2:1]([O:3][C:4]([C:6]1([N:9]([CH:52]([CH3:53])[CH3:54])[S:10]([C:13]2[CH:14]=[C:15]([CH:49]=[CH:50][CH:51]=2)[C:16]([NH:18][C:19]2[S:20][C:21]3[CH2:48][CH2:47][CH2:46][CH2:45][C:22]=3[C:23]=2[C:24]([NH:26][C:27]2[CH:32]=[CH:31][C:30]([CH2:33][CH2:34][C:35]3[CH:44]=[CH:43][C:38]([C:39]([OH:41])=[O:40])=[CH:37][CH:36]=3)=[CH:29][CH:28]=2)=[O:25])=[O:17])(=[O:12])=[O:11])[CH2:8][CH2:7]1)=[O:5])[CH3:2], predict the reactants needed to synthesize it.